From a dataset of HIV replication inhibition screening data with 41,000+ compounds from the AIDS Antiviral Screen. Binary Classification. Given a drug SMILES string, predict its activity (active/inactive) in a high-throughput screening assay against a specified biological target. The drug is CCCn1c(SCC)c2ccccc2c1-c1nc(F)nc(F)n1. The result is 0 (inactive).